From a dataset of Catalyst prediction with 721,799 reactions and 888 catalyst types from USPTO. Predict which catalyst facilitates the given reaction. (1) Reactant: [Br:1][C:2]1[CH:3]=[C:4]([CH:19]=[CH:20][CH:21]=1)[C:5]([NH:7][CH:8]([C:13]1[N:14]=[N:15][CH:16]=[CH:17][CH:18]=1)[C:9]([O:11][CH3:12])=[O:10])=O.P(Cl)(Cl)(Cl)=O. The catalyst class is: 10. Product: [Br:1][C:2]1[CH:3]=[C:4]([C:5]2[N:14]3[N:15]=[CH:16][CH:17]=[CH:18][C:13]3=[C:8]([C:9]([O:11][CH3:12])=[O:10])[N:7]=2)[CH:19]=[CH:20][CH:21]=1. (2) Reactant: [CH2:1]([O:3][C:4](=[O:15])[CH2:5][C:6]1[CH:11]=[CH:10][C:9]([N+:12]([O-:14])=[O:13])=[CH:8][CH:7]=1)[CH3:2].[H-].[Na+].Br[CH2:19][CH2:20]Br.O. Product: [N+:12]([C:9]1[CH:10]=[CH:11][C:6]([C:5]2([C:4]([O:3][CH2:1][CH3:2])=[O:15])[CH2:20][CH2:19]2)=[CH:7][CH:8]=1)([O-:14])=[O:13]. The catalyst class is: 9. (3) Reactant: [CH3:1][N:2]([C:8]([O:10][C:11]([CH3:14])([CH3:13])[CH3:12])=[O:9])[CH:3]([CH3:7])[C:4]([OH:6])=O.C1(N=C=NC2CCCCC2)CCCCC1.[Br:30][C:31]1[CH:32]=[CH:33][C:34]([NH2:45])=[N:35][C:36]=1[C:37]#[C:38][C:39]1[CH:44]=[CH:43][CH:42]=[CH:41][CH:40]=1. Product: [C:11]([O:10][C:8](=[O:9])[N:2]([CH:3]([CH3:7])[C:4]([NH:45][C:34]1[CH:33]=[CH:32][C:31]([Br:30])=[C:36]([C:37]#[C:38][C:39]2[CH:40]=[CH:41][CH:42]=[CH:43][CH:44]=2)[N:35]=1)=[O:6])[CH3:1])([CH3:14])([CH3:13])[CH3:12]. The catalyst class is: 2. (4) Reactant: [Cl:1][C:2]1[N:10](CC=C)[C:9]2[C:8](=[O:14])[NH:7][C:6](=[O:15])[N:5]([CH2:16][CH2:17][CH2:18][CH2:19][CH3:20])[C:4]=2[N:3]=1.Br[CH2:22][CH2:23][CH2:24][CH2:25][CH:26]1[CH2:30][CH2:29][N:28]([CH2:31][C:32]2[CH:37]=[CH:36][CH:35]=[CH:34][CH:33]=2)[C:27]1=[O:38].C(=O)([O-])[O-].[K+].[K+].N1CCOCC1. Product: [Cl:1][C:2]1[NH:10][C:9]2[C:8](=[O:14])[N:7]([CH2:22][CH2:23][CH2:24][CH2:25][CH:26]3[CH2:30][CH2:29][N:28]([CH2:31][C:32]4[CH:33]=[CH:34][CH:35]=[CH:36][CH:37]=4)[C:27]3=[O:38])[C:6](=[O:15])[N:5]([CH2:16][CH2:17][CH2:18][CH2:19][CH3:20])[C:4]=2[N:3]=1. The catalyst class is: 176. (5) Reactant: [CH2:1]([N:5]1[N:6]([CH3:28])[C:7]([C:24]([CH3:27])([CH3:26])[CH3:25])=[CH:8]/[C:9]/1=[N:10]\[C:11](=[O:23])[C:12]1[CH:17]=[C:16]([C:18]([F:21])([F:20])[F:19])[CH:15]=[CH:14][C:13]=1F)[CH2:2][CH2:3][CH3:4].[SH:29][CH2:30][C:31]([NH2:33])=[O:32].C(=O)([O-])[O-].[K+].[K+].O. Product: [NH2:33][C:31](=[O:32])[CH2:30][S:29][C:13]1[CH:14]=[CH:15][C:16]([C:18]([F:21])([F:19])[F:20])=[CH:17][C:12]=1[C:11](/[N:10]=[C:9]1/[N:5]([CH2:1][CH2:2][CH2:3][CH3:4])[N:6]([CH3:28])[C:7]([C:24]([CH3:25])([CH3:27])[CH3:26])=[CH:8]/1)=[O:23]. The catalyst class is: 44. (6) Reactant: [OH:1][CH2:2][CH2:3][CH2:4][C:5]1[CH:10]=[CH:9][C:8]([C:11]2[CH:16]=[CH:15][C:14]([CH2:17][CH2:18][CH2:19][OH:20])=[C:13]([C:21]([F:24])([F:23])[F:22])[CH:12]=2)=[CH:7][C:6]=1[C:25]([F:28])([F:27])[F:26].[CH3:29][S:30](Cl)(=[O:32])=[O:31]. Product: [CH3:29][S:30]([O:20][CH2:19][CH2:18][CH2:17][C:14]1[CH:15]=[CH:16][C:11]([C:8]2[CH:9]=[CH:10][C:5]([CH2:4][CH2:3][CH2:2][O:1][S:30]([CH3:29])(=[O:32])=[O:31])=[C:6]([C:25]([F:26])([F:27])[F:28])[CH:7]=2)=[CH:12][C:13]=1[C:21]([F:22])([F:23])[F:24])(=[O:32])=[O:31]. The catalyst class is: 4.